This data is from Full USPTO retrosynthesis dataset with 1.9M reactions from patents (1976-2016). The task is: Predict the reactants needed to synthesize the given product. The reactants are: [O:1]1[C:5]2[CH:6]=[CH:7][CH:8]=[CH:9][C:4]=2[CH:3]=[C:2]1[CH:10]([OH:46])[CH2:11][N:12]([CH2:14][C:15]1[S:45][C:18]2[N:19]([CH2:35][CH2:36][CH2:37][O:38]C3CCCCO3)[CH:20]=[C:21]([C:24]([NH:26][CH2:27][C:28]3[CH:33]=[CH:32][C:31]([Cl:34])=[CH:30][CH:29]=3)=[O:25])[C:22](=[O:23])[C:17]=2[CH:16]=1)[CH3:13].C([O-])(O)=O.[Na+]. Given the product [O:1]1[C:5]2[CH:6]=[CH:7][CH:8]=[CH:9][C:4]=2[CH:3]=[C:2]1[CH:10]([OH:46])[CH2:11][N:12]([CH2:14][C:15]1[S:45][C:18]2[N:19]([CH2:35][CH2:36][CH2:37][OH:38])[CH:20]=[C:21]([C:24]([NH:26][CH2:27][C:28]3[CH:29]=[CH:30][C:31]([Cl:34])=[CH:32][CH:33]=3)=[O:25])[C:22](=[O:23])[C:17]=2[CH:16]=1)[CH3:13], predict the reactants needed to synthesize it.